Predict the reaction yield, written as a fraction of the theoretical maximum amount of product (1.0 means a 100% yield; for example, 0.34 means a 34% yield). From a dataset of Reaction yield outcomes from USPTO patents with 853,638 reactions. The yield is 0.890. The reactants are [C:1]([SH:5])([CH3:4])([CH3:3])[CH3:2].Cl[C:7]([O:9][CH:10]([Cl:12])[CH3:11])=[O:8].CN1CCOCC1. The catalyst is C(Cl)Cl. The product is [C:7](=[O:8])([S:5][C:1]([CH3:4])([CH3:3])[CH3:2])[O:9][CH:10]([Cl:12])[CH3:11].